Predict the reactants needed to synthesize the given product. From a dataset of Full USPTO retrosynthesis dataset with 1.9M reactions from patents (1976-2016). (1) Given the product [CH:25]1([C:29]([CH:3]2[CH2:4][CH2:5][C:6]3[N:7]=[C:8]([NH:11][C:12](=[O:14])[CH3:13])[S:9][C:10]=3[C:2]2=[O:1])=[O:30])[CH2:28][CH2:27][CH2:26]1, predict the reactants needed to synthesize it. The reactants are: [O:1]=[C:2]1[C:10]2[S:9][C:8]([NH:11][C:12](=[O:14])[CH3:13])=[N:7][C:6]=2[CH2:5][CH2:4][CH2:3]1.[Li].C[Si]([N-][Si](C)(C)C)(C)C.[CH:25]1([C:29](N2C=CN=C2)=[O:30])[CH2:28][CH2:27][CH2:26]1.Cl.C(=O)([O-])[O-].[Na+].[Na+].[Cl-].[Na+]. (2) Given the product [OH:26][C@H:25]1[C@@H:27]([OH:20])[CH2:2][N:1]([C:6]([O:8][CH2:9][C:10]2[CH:15]=[CH:14][CH:13]=[CH:12][CH:11]=2)=[O:7])[CH2:24]1, predict the reactants needed to synthesize it. The reactants are: [N:1]1([C:6]([O:8][CH2:9][C:10]2[CH:15]=[CH:14][CH:13]=[CH:12][CH:11]=2)=[O:7])CC=C[CH2:2]1.C[N+]1([O-])CC[O:20]CC1.[CH3:24][C:25]([CH3:27])=[O:26].